This data is from CYP3A4 inhibition data for predicting drug metabolism from PubChem BioAssay. The task is: Regression/Classification. Given a drug SMILES string, predict its absorption, distribution, metabolism, or excretion properties. Task type varies by dataset: regression for continuous measurements (e.g., permeability, clearance, half-life) or binary classification for categorical outcomes (e.g., BBB penetration, CYP inhibition). Dataset: cyp3a4_veith. (1) The molecule is CCC(=O)Nc1ccc(C(=O)CSc2nnc(-c3ccc(O)cc3)n2CC2CCCO2)cc1OC. The result is 1 (inhibitor). (2) The compound is O=C1c2ccccc2C(=O)c2c(NC3CCCCC3)ccc(Nc3ccc(S(=O)(=O)O)cc3)c21. The result is 0 (non-inhibitor). (3) The molecule is Cc1ccc(CNC(=O)C2CCC(=O)N2C2CCCCC2)cc1. The result is 1 (inhibitor). (4) The molecule is Cl.c1ccc(-c2nc(NCc3ccco3)c3oc4ccccc4c3n2)cc1. The result is 1 (inhibitor). (5) The compound is Nc1nc2c(c(=O)[nH]1)N(C=O)[C@H](CNc1ccc(C(=O)N[C@@H](CCC(=O)[O-])C(=O)[O-])cc1)CN2.[Ca+2]. The result is 0 (non-inhibitor). (6) The drug is CN(Cc1ccco1)c1cc(-c2ccc3c(c2)OCO3)ncn1. The result is 1 (inhibitor).